This data is from Forward reaction prediction with 1.9M reactions from USPTO patents (1976-2016). The task is: Predict the product of the given reaction. (1) The product is: [ClH:1].[Cl:1][C:2]1[CH:3]=[C:4]([NH:10][C@H:11]([CH2:20][NH:21][CH3:22])[CH2:12][C:13]([O:15][CH3:16])=[O:14])[CH:5]=[CH:6][C:7]=1[C:8]#[N:9]. Given the reactants [Cl:1][C:2]1[CH:3]=[C:4]([NH:10][C@H:11]([CH2:20][NH:21][CH3:22])[CH2:12][C:13]([O:15][C:16](C)(C)C)=[O:14])[CH:5]=[CH:6][C:7]=1[C:8]#[N:9], predict the reaction product. (2) The product is: [F:9][C:10]1[CH:11]=[CH:12][C:13]2[N:14]([C:18]([C:20]3([N:25]([CH3:27])[CH3:26])[CH2:24][CH2:23][CH2:22][CH2:21]3)=[N:17][N:16]=2)[CH:15]=1. Given the reactants ClC(Cl)(Cl)C(Cl)(Cl)Cl.[F:9][C:10]1[CH:11]=[CH:12][C:13]([NH:16][NH:17][C:18]([C:20]2([N:25]([CH3:27])[CH3:26])[CH2:24][CH2:23][CH2:22][CH2:21]2)=O)=[N:14][CH:15]=1.C(N(CC)CC)C.C1(P(C2C=CC=CC=2)C2C=CC=CC=2)C=CC=CC=1, predict the reaction product. (3) Given the reactants C([O:3][C:4](=[O:20])[C:5]([C:13]1[CH:18]=[CH:17][C:16]([Br:19])=[CH:15][CH:14]=1)=[CH:6][CH:7]1[CH2:12][CH2:11][CH2:10][CH2:9][CH2:8]1)C.C[O-].[Na+].O.[OH-].[Na+], predict the reaction product. The product is: [Br:19][C:16]1[CH:15]=[CH:14][C:13](/[C:5](=[CH:6]\[CH:7]2[CH2:12][CH2:11][CH2:10][CH2:9][CH2:8]2)/[C:4]([OH:20])=[O:3])=[CH:18][CH:17]=1.